This data is from Forward reaction prediction with 1.9M reactions from USPTO patents (1976-2016). The task is: Predict the product of the given reaction. (1) Given the reactants C(Cl)(=O)C(Cl)=O.[Cl:7][C:8]1[CH:9]=[C:10]([C:14]2[N:15]=[N:16][N:17]([CH:19]([CH3:25])[CH2:20][C:21]([NH:23][CH3:24])=O)[N:18]=2)[CH:11]=[CH:12][CH:13]=1.N1C(C)=CC=CC=1C.[C:34]([NH:42][NH2:43])(=O)[C:35]1[CH:40]=[CH:39][N:38]=[CH:37][CH:36]=1, predict the reaction product. The product is: [Cl:7][C:8]1[CH:9]=[C:10]([C:14]2[N:15]=[N:16][N:17]([CH:19]([CH3:25])[CH2:20][C:21]3[N:23]([CH3:24])[C:34]([C:35]4[CH:40]=[CH:39][N:38]=[CH:37][CH:36]=4)=[N:42][N:43]=3)[N:18]=2)[CH:11]=[CH:12][CH:13]=1. (2) Given the reactants N[C:2]1[CH:7]=[C:6]([F:8])[CH:5]=[CH:4][C:3]=1[S:9]([NH:12][C:13]1[CH:14]=[CH:15][CH:16]=[C:17]2[C:22]=1[N:21]=[CH:20][CH:19]=[CH:18]2)(=[O:11])=[O:10].C(ON=O)(C)(C)C, predict the reaction product. The product is: [F:8][C:6]1[CH:5]=[C:4]2[C:3]([S:9](=[O:11])(=[O:10])[NH:12][C:13]3[C:14]2=[CH:15][CH:16]=[C:17]2[C:22]=3[N:21]=[CH:20][CH:19]=[CH:18]2)=[CH:2][CH:7]=1. (3) Given the reactants C=[O:2].[CH2:3]([CH:6]([CH2:10][CH2:11][CH3:12])[C:7](Cl)=[O:8])[CH2:4][CH3:5].[CH2:13]([Cl:15])Cl, predict the reaction product. The product is: [Cl:15][CH2:13][O:8][C:7](=[O:2])[CH:6]([CH2:10][CH2:11][CH3:12])[CH2:3][CH2:4][CH3:5]. (4) Given the reactants [F-].C([N+](CCCC)(CCCC)CCCC)CCC.[Si]([O:26][C@@H:27]([CH3:47])[C@H:28]([N:37]1[CH:45]=[N:44][C:43]2[C:38]1=[N:39][CH:40]=[N:41][C:42]=2[NH2:46])[CH2:29][CH2:30][C:31]1[CH:36]=[CH:35][CH:34]=[CH:33][CH:32]=1)(C(C)(C)C)(C)C.ClCCl.CO, predict the reaction product. The product is: [NH2:46][C:42]1[N:41]=[CH:40][N:39]=[C:38]2[C:43]=1[N:44]=[CH:45][N:37]2[C@H:28]([CH2:29][CH2:30][C:31]1[CH:32]=[CH:33][CH:34]=[CH:35][CH:36]=1)[C@@H:27]([OH:26])[CH3:47]. (5) Given the reactants [NH2:1][C:2]1[CH:7]=[CH:6][C:5]([NH:8][C:9]2[N:17]=[C:16]([NH:18][C@H:19]3[CH2:24][CH2:23][C@H:22]([OH:25])[CH2:21][CH2:20]3)[N:15]=[C:14]3[C:10]=2[N:11]=[CH:12][N:13]3[CH2:26][CH3:27])=[CH:4][CH:3]=1.[CH3:28][S:29](Cl)(=[O:31])=[O:30], predict the reaction product. The product is: [CH2:26]([N:13]1[CH:12]=[N:11][C:10]2[C:14]1=[N:15][C:16]([NH:18][C@H:19]1[CH2:20][CH2:21][C@H:22]([OH:25])[CH2:23][CH2:24]1)=[N:17][C:9]=2[NH:8][C:5]1[CH:6]=[CH:7][C:2]([NH:1][S:29]([CH3:28])(=[O:31])=[O:30])=[CH:3][CH:4]=1)[CH3:27]. (6) Given the reactants [CH3:1][O:2][C:3]1[CH:12]=[C:11]2[C:6]([C:7]([O:19][CH:20]3[CH2:37][CH:36]4[N:22]([C:23](=[O:43])[N:24]([CH3:42])[CH2:25][CH2:26][CH2:27][CH2:28][CH:29]=[CH:30][CH:31]5[C:33]([C:39](O)=[O:40])([NH:34][C:35]4=[O:38])[CH2:32]5)[CH2:21]3)=[N:8][C:9]([C:13]3[CH:18]=[CH:17][CH:16]=[CH:15][CH:14]=3)=[N:10]2)=[CH:5][C:4]=1[CH3:44].[CH:45]1([S:48]([NH2:51])(=[O:50])=[O:49])[CH2:47][CH2:46]1, predict the reaction product. The product is: [CH3:1][O:2][C:3]1[CH:12]=[C:11]2[C:6]([C:7]([O:19][CH:20]3[CH2:37][CH:36]4[N:22]([C:23](=[O:43])[N:24]([CH3:42])[CH2:25][CH2:26][CH2:27][CH2:28][CH:29]=[CH:30][CH:31]5[C:33]([C:39]([NH:51][S:48]([CH:45]6[CH2:47][CH2:46]6)(=[O:50])=[O:49])=[O:40])([NH:34][C:35]4=[O:38])[CH2:32]5)[CH2:21]3)=[N:8][C:9]([C:13]3[CH:18]=[CH:17][CH:16]=[CH:15][CH:14]=3)=[N:10]2)=[CH:5][C:4]=1[CH3:44].